Dataset: Full USPTO retrosynthesis dataset with 1.9M reactions from patents (1976-2016). Task: Predict the reactants needed to synthesize the given product. (1) Given the product [Cl:1][C:2]1[C:11]([C:12]2[C:17]([F:18])=[CH:16][C:15]([F:19])=[CH:14][C:13]=2[F:20])=[C:10]([NH:3][CH:4]([CH3:9])[CH3:5])[C:9]2[C:4](=[CH:5][CH:6]=[CH:7][N:8]=2)[N:3]=1, predict the reactants needed to synthesize it. The reactants are: [Cl:1][C:2]1[C:11]([C:12]2[C:17]([F:18])=[CH:16][C:15]([F:19])=[CH:14][C:13]=2[F:20])=[C:10](Cl)[C:9]2[C:4](=[CH:5][CH:6]=[CH:7][N:8]=2)[N:3]=1. (2) The reactants are: [NH2:1][C@@H:2]([C:4]1[CH:5]=[C:6]([N:10]2[CH2:15][CH2:14][N:13]([C:16]([O:18][CH2:19][C:20]3[CH:25]=[CH:24][CH:23]=[CH:22][CH:21]=3)=[O:17])[CH2:12][CH2:11]2)[CH:7]=[CH:8][CH:9]=1)[CH3:3].BrC1C=C([C@@H](N)C)C=CC=1. Given the product [NH2:1][C@H:2]([C:4]1[CH:5]=[C:6]([N:10]2[CH2:11][CH2:12][N:13]([C:16]([O:18][CH2:19][C:20]3[CH:25]=[CH:24][CH:23]=[CH:22][CH:21]=3)=[O:17])[CH2:14][CH2:15]2)[CH:7]=[CH:8][CH:9]=1)[CH3:3], predict the reactants needed to synthesize it. (3) Given the product [F:1][C:2]([F:12])([F:11])[C:3]1[CH:10]=[CH:9][CH:8]=[CH:7][C:4]=1/[CH:5]=[N:26]/[NH:25][C:23]([C:14]1[CH:15]=[CH:16][C:17]2[C:22](=[CH:21][CH:20]=[CH:19][CH:18]=2)[CH:13]=1)=[O:24], predict the reactants needed to synthesize it. The reactants are: [F:1][C:2]([F:12])([F:11])[C:3]1[CH:10]=[CH:9][CH:8]=[CH:7][C:4]=1[CH:5]=O.[CH:13]1[C:22]2[C:17](=[CH:18][CH:19]=[CH:20][CH:21]=2)[CH:16]=[CH:15][C:14]=1[C:23]([NH:25][NH2:26])=[O:24]. (4) Given the product [NH2:3][C:4]1[C:12]2[C:7](=[CH:8][CH:9]=[CH:10][C:11]=2[F:13])[C:6]([C:21]2[CH:22]=[C:23]([CH3:28])[C:24](=[O:27])[N:25]([CH2:30][CH3:31])[CH:26]=2)([C:14]2[CH:19]=[CH:18][CH:17]=[C:16]([Br:20])[CH:15]=2)[N:5]=1, predict the reactants needed to synthesize it. The reactants are: [H-].[Na+].[NH2:3][C:4]1[C:12]2[C:7](=[CH:8][CH:9]=[CH:10][C:11]=2[F:13])[C:6]([C:21]2[CH:22]=[C:23]([CH3:28])[C:24](=[O:27])[NH:25][CH:26]=2)([C:14]2[CH:19]=[CH:18][CH:17]=[C:16]([Br:20])[CH:15]=2)[N:5]=1.I[CH2:30][CH3:31]. (5) The reactants are: [F:1][C:2]1[CH:7]=[CH:6][C:5]([C:8]2[N:12]=[C:11]([CH2:13][CH2:14][NH2:15])[NH:10][N:9]=2)=[CH:4][CH:3]=1.[F:16][C:17]([F:33])([F:32])[C:18]1[O:22][N:21]=[C:20]([C:23]2[CH:24]=[C:25]([CH:29]=[CH:30][CH:31]=2)[C:26](O)=[O:27])[N:19]=1. Given the product [F:1][C:2]1[CH:3]=[CH:4][C:5]([C:8]2[N:12]=[C:11]([CH2:13][CH2:14][NH:15][C:26](=[O:27])[C:25]3[CH:29]=[CH:30][CH:31]=[C:23]([C:20]4[N:19]=[C:18]([C:17]([F:33])([F:32])[F:16])[O:22][N:21]=4)[CH:24]=3)[NH:10][N:9]=2)=[CH:6][CH:7]=1, predict the reactants needed to synthesize it.